This data is from Catalyst prediction with 721,799 reactions and 888 catalyst types from USPTO. The task is: Predict which catalyst facilitates the given reaction. (1) Reactant: [O:1]1[CH2:6][CH2:5][N:4]([C:7]2[N:12]=[CH:11][C:10]([C:13]3[C:21]4[C:16](=[CH:17][CH:18]=[C:19]([C:22](O)=[O:23])[CH:20]=4)[NH:15][N:14]=3)=[CH:9][CH:8]=2)[CH2:3][CH2:2]1.[CH:25]1([CH:28]([C:30]2[CH:35]=[CH:34][CH:33]=[CH:32][CH:31]=2)[NH2:29])[CH2:27][CH2:26]1.CN(C(ON1N=NC2C=CC=CC1=2)=[N+](C)C)C.[B-](F)(F)(F)F.CCN(C(C)C)C(C)C. Product: [CH:25]1([CH:28]([C:30]2[CH:35]=[CH:34][CH:33]=[CH:32][CH:31]=2)[NH:29][C:22]([C:19]2[CH:20]=[C:21]3[C:16](=[CH:17][CH:18]=2)[NH:15][N:14]=[C:13]3[C:10]2[CH:11]=[N:12][C:7]([N:4]3[CH2:5][CH2:6][O:1][CH2:2][CH2:3]3)=[CH:8][CH:9]=2)=[O:23])[CH2:26][CH2:27]1. The catalyst class is: 3. (2) Reactant: Cl[C:2]1[N:7]=[C:6]([C:8]2[N:12]3[CH:13]=[CH:14][CH:15]=[CH:16][C:11]3=[N:10][CH:9]=2)[CH:5]=[CH:4][N:3]=1.[NH2:17][CH:18]1[CH2:23][CH2:22][CH:21]([OH:24])[CH2:20][CH2:19]1.O. Product: [N:10]1[CH:9]=[C:8]([C:6]2[CH:5]=[CH:4][N:3]=[C:2]([NH:17][CH:18]3[CH2:23][CH2:22][CH:21]([OH:24])[CH2:20][CH2:19]3)[N:7]=2)[N:12]2[CH:13]=[CH:14][CH:15]=[CH:16][C:11]=12. The catalyst class is: 37. (3) Reactant: [F:1][C:2]1[CH:7]=[CH:6][CH:5]=[CH:4][C:3]=1[C:8](=[O:10])[CH3:9].[Br:11]Br. Product: [Br:11][CH2:9][C:8]([C:3]1[CH:4]=[CH:5][CH:6]=[CH:7][C:2]=1[F:1])=[O:10]. The catalyst class is: 28. (4) Reactant: [C:1]([NH:4][C:5]1[CH:6]=[C:7]([C:11]2[CH:16]=[N:15][CH:14]=[C:13](Cl)[N:12]=2)[CH:8]=[CH:9][CH:10]=1)(=[O:3])[CH3:2].[O:18]1[CH2:23][CH2:22][N:21]([S:24]([C:27]2[CH:33]=[CH:32][C:30]([NH2:31])=[CH:29][CH:28]=2)(=[O:26])=[O:25])[CH2:20][CH2:19]1.C1C=CC(P(C2C(C3C(P(C4C=CC=CC=4)C4C=CC=CC=4)=CC=C4C=3C=CC=C4)=C3C(C=CC=C3)=CC=2)C2C=CC=CC=2)=CC=1.CC(C)([O-])C.[Na+]. Product: [O:18]1[CH2:19][CH2:20][N:21]([S:24]([C:27]2[CH:28]=[CH:29][C:30]([NH:31][C:13]3[N:12]=[C:11]([C:7]4[CH:6]=[C:5]([NH:4][C:1](=[O:3])[CH3:2])[CH:10]=[CH:9][CH:8]=4)[CH:16]=[N:15][CH:14]=3)=[CH:32][CH:33]=2)(=[O:26])=[O:25])[CH2:22][CH2:23]1. The catalyst class is: 11. (5) The catalyst class is: 11. Reactant: [CH3:1][C:2]1[CH:3]=[CH:4][C:5]([N+:17]([O-:19])=[O:18])=[C:6]([CH2:8][C:9]([N:11]2[CH2:16][CH2:15][O:14][CH2:13][CH2:12]2)=O)[CH:7]=1.CSC.B. Product: [CH3:1][C:2]1[CH:3]=[CH:4][C:5]([N+:17]([O-:19])=[O:18])=[C:6]([CH2:8][CH2:9][N:11]2[CH2:12][CH2:13][O:14][CH2:15][CH2:16]2)[CH:7]=1. (6) The catalyst class is: 2. Reactant: N1CCCCC1.C1C2C(COC([N:24]3[CH2:29][CH2:28][O:27][CH2:26][C@H:25]3[C:30](=[O:49])[NH:31][CH2:32][C:33]3[CH:38]=[C:37]([Cl:39])[CH:36]=[CH:35][C:34]=3[CH2:40][NH:41][C:42]([O:44][C:45]([CH3:48])([CH3:47])[CH3:46])=[O:43])=O)C3C(=CC=CC=3)C=2C=CC=1. Product: [C:45]([O:44][C:42](=[O:43])[NH:41][CH2:40][C:34]1[CH:35]=[CH:36][C:37]([Cl:39])=[CH:38][C:33]=1[CH2:32][NH:31][C:30]([C@@H:25]1[CH2:26][O:27][CH2:28][CH2:29][NH:24]1)=[O:49])([CH3:48])([CH3:46])[CH3:47]. (7) Reactant: CC(OI1(OC(C)=O)(OC(C)=O)OC(=O)C2C=CC=CC1=2)=O.[C:23]([O:27][C:28]([N:30]1[CH2:35][CH2:34][CH:33]([CH2:36][CH2:37][CH2:38][CH2:39][OH:40])[CH2:32][CH2:31]1)=[O:29])([CH3:26])([CH3:25])[CH3:24]. Product: [C:23]([O:27][C:28]([N:30]1[CH2:35][CH2:34][CH:33]([CH2:36][CH2:37][CH2:38][CH:39]=[O:40])[CH2:32][CH2:31]1)=[O:29])([CH3:26])([CH3:25])[CH3:24]. The catalyst class is: 2.